The task is: Predict the reactants needed to synthesize the given product.. This data is from Full USPTO retrosynthesis dataset with 1.9M reactions from patents (1976-2016). (1) The reactants are: C([NH:8][C:9]1[C:10]([CH3:27])=[C:11]([CH3:26])[C:12]2[O:16][CH2:15][CH:14]([C:17]3[CH:22]=[CH:21][C:20]([CH3:23])=[CH:19][N:18]=3)[C:13]=2[C:24]=1[CH3:25])C1C=CC=CC=1. Given the product [CH3:25][C:24]1[C:13]2[CH:14]([C:17]3[CH:22]=[CH:21][C:20]([CH3:23])=[CH:19][N:18]=3)[CH2:15][O:16][C:12]=2[C:11]([CH3:26])=[C:10]([CH3:27])[C:9]=1[NH2:8], predict the reactants needed to synthesize it. (2) Given the product [CH2:25]([O:24][C:22]1[CH:23]=[C:18]([CH:14]2[O:13][C:12]3[CH:11]=[CH:10][CH:9]=[C:8]([C:6]([OH:7])=[O:5])[C:17]=3[O:16][CH2:15]2)[CH:19]=[N:20][CH:21]=1)[CH3:26], predict the reactants needed to synthesize it. The reactants are: O.[OH-].[Li+].C[O:5][C:6]([C:8]1[C:17]2[O:16][CH2:15][CH:14]([C:18]3[CH:19]=[N:20][CH:21]=[C:22]([O:24][CH2:25][CH3:26])[CH:23]=3)[O:13][C:12]=2[CH:11]=[CH:10][CH:9]=1)=[O:7].C(O)(=O)C. (3) Given the product [C:35]([N:13]([C@H:14]1[C:23]2[C:18](=[CH:19][CH:20]=[CH:21][CH:22]=2)[N:17]([C:24](=[O:33])[C:25]2[CH:30]=[CH:29][C:28]([O:31][CH3:32])=[CH:27][CH:26]=2)[C@@H:16]([CH3:34])[CH2:15]1)[C:10]1[CH:11]=[CH:12][C:7]([C:4]([CH3:6])([CH3:5])[C:3]([OH:38])=[O:2])=[CH:8][CH:9]=1)(=[O:37])[CH3:36], predict the reactants needed to synthesize it. The reactants are: C[O:2][C:3](=[O:38])[C:4]([C:7]1[CH:12]=[CH:11][C:10]([N:13]([C:35](=[O:37])[CH3:36])[CH:14]2[C:23]3[C:18](=[CH:19][CH:20]=[CH:21][CH:22]=3)[N:17]([C:24](=[O:33])[C:25]3[CH:30]=[CH:29][C:28]([O:31][CH3:32])=[CH:27][CH:26]=3)[CH:16]([CH3:34])[CH2:15]2)=[CH:9][CH:8]=1)([CH3:6])[CH3:5].C(N([C@H]1C2C(=CC=CC=2)N(C(=O)C2C=CC(OC)=CC=2)[C@@H](C)C1)C1C=CC(OCC(O)=O)=CC=1)(=O)C.COC(=O)COC1C=CC(Br)=CC=1. (4) Given the product [CH2:28]([N:4]1[C:5]2[C:10](=[CH:9][C:8]([C:17]3[CH:22]=[CH:21][C:20]([O:23][C:24]([F:26])([F:25])[F:27])=[CH:19][CH:18]=3)=[CH:7][CH:6]=2)[C:11]2[C:12](=[O:16])[C:13](=[O:14])[O:15][CH2:2][C:3]1=2)[C:29]1[CH:34]=[CH:33][CH:32]=[CH:31][CH:30]=1, predict the reactants needed to synthesize it. The reactants are: O[CH2:2][C:3]1[N:4]([CH2:28][C:29]2[CH:34]=[CH:33][CH:32]=[CH:31][CH:30]=2)[C:5]2[C:10]([C:11]=1[C:12](=[O:16])[C:13]([OH:15])=[O:14])=[CH:9][C:8]([C:17]1[CH:22]=[CH:21][C:20]([O:23][C:24]([F:27])([F:26])[F:25])=[CH:19][CH:18]=1)=[CH:7][CH:6]=2.[K].Cl.